Dataset: Forward reaction prediction with 1.9M reactions from USPTO patents (1976-2016). Task: Predict the product of the given reaction. (1) Given the reactants [BH4-].[Na+].[Cl-].[Ca+2].[Cl-].[Cl:6][C:7]1[N:17]=[CH:16][C:15]([CH2:18][N:19]2[C:23]([CH3:24])=[C:22]([C:25]3[CH:30]=[CH:29][C:28]([C:31]#[N:32])=[CH:27][CH:26]=3)[C:21]([C:33]#[N:34])=[C:20]2[CH2:35][CH3:36])=[CH:14][C:8]=1[C:9](OCC)=[O:10].C(O)(=O)CC(CC(O)=O)(C(O)=O)O, predict the reaction product. The product is: [Cl:6][C:7]1[N:17]=[CH:16][C:15]([CH2:18][N:19]2[C:23]([CH3:24])=[C:22]([C:25]3[CH:30]=[CH:29][C:28]([C:31]#[N:32])=[CH:27][CH:26]=3)[C:21]([C:33]#[N:34])=[C:20]2[CH2:35][CH3:36])=[CH:14][C:8]=1[CH2:9][OH:10]. (2) Given the reactants Cl.[NH:2]([C:4]1[CH:5]=[N:6][CH:7]=[CH:8][CH:9]=1)[NH2:3].[C:10]([C:12](=[CH:18]OCC)[C:13]([O:15][CH2:16][CH3:17])=[O:14])#[N:11].C(N(CC)CC)C, predict the reaction product. The product is: [NH2:11][C:10]1[N:2]([C:4]2[CH:5]=[N:6][CH:7]=[CH:8][CH:9]=2)[N:3]=[CH:18][C:12]=1[C:13]([O:15][CH2:16][CH3:17])=[O:14]. (3) Given the reactants [Br:1][C:2]1[CH:14]=[CH:13][CH:12]=[C:11]([Br:15])[C:3]=1[CH2:4][NH:5][CH2:6][C:7]([O:9][CH3:10])=[O:8].[CH3:16][C:17]1[CH:24]=[C:23]([CH3:25])[CH:22]=[C:21]([CH3:26])[C:18]=1[CH2:19]Br.C([O-])([O-])=O.[K+].[K+], predict the reaction product. The product is: [Br:1][C:2]1[CH:14]=[CH:13][CH:12]=[C:11]([Br:15])[C:3]=1[CH2:4][N:5]([CH2:19][C:18]1[C:21]([CH3:26])=[CH:22][C:23]([CH3:25])=[CH:24][C:17]=1[CH3:16])[CH2:6][C:7]([O:9][CH3:10])=[O:8]. (4) Given the reactants C[O:2][C:3](=[O:29])[CH2:4][N:5]([S:15]([C:18]1[CH:23]=[CH:22][C:21]([O:24][CH2:25][CH2:26][CH2:27][Cl:28])=[CH:20][CH:19]=1)(=[O:17])=[O:16])[CH2:6][C:7]1[CH:12]=[CH:11][C:10]([O:13][CH3:14])=[CH:9][CH:8]=1.[Li+].[OH-], predict the reaction product. The product is: [Cl:28][CH2:27][CH2:26][CH2:25][O:24][C:21]1[CH:20]=[CH:19][C:18]([S:15]([N:5]([CH2:4][C:3]([OH:29])=[O:2])[CH2:6][C:7]2[CH:8]=[CH:9][C:10]([O:13][CH3:14])=[CH:11][CH:12]=2)(=[O:17])=[O:16])=[CH:23][CH:22]=1.